Predict the product of the given reaction. From a dataset of Forward reaction prediction with 1.9M reactions from USPTO patents (1976-2016). (1) The product is: [F:1][C:2]1[CH:7]=[C:6]([O:8][CH3:9])[C:5]([I:17])=[CH:4][C:3]=1[CH2:10][CH2:11][C:12]([O:14][CH2:15][CH3:16])=[O:13]. Given the reactants [F:1][C:2]1[CH:7]=[C:6]([O:8][CH3:9])[CH:5]=[CH:4][C:3]=1[CH2:10][CH2:11][C:12]([O:14][CH2:15][CH3:16])=[O:13].[I:17]I, predict the reaction product. (2) Given the reactants [N:1]1([C:6]2[CH:32]=[CH:31][C:9]([O:10][CH2:11][CH2:12][C:13]3[CH:30]=[CH:29][C:16]([O:17][CH2:18][C:19]4[CH:28]=[CH:27][CH:26]=[CH:25][C:20]=4[C:21]([O:23]C)=[O:22])=[CH:15][CH:14]=3)=[CH:8][CH:7]=2)[CH:5]=[CH:4][N:3]=[CH:2]1.[Li+].[OH-].Cl, predict the reaction product. The product is: [N:1]1([C:6]2[CH:7]=[CH:8][C:9]([O:10][CH2:11][CH2:12][C:13]3[CH:30]=[CH:29][C:16]([O:17][CH2:18][C:19]4[CH:28]=[CH:27][CH:26]=[CH:25][C:20]=4[C:21]([OH:23])=[O:22])=[CH:15][CH:14]=3)=[CH:31][CH:32]=2)[CH:5]=[CH:4][N:3]=[CH:2]1. (3) Given the reactants [CH3:1][O:2][C:3]([NH:5][C@H:6]([C:20]([NH:22][C:23]1[CH:28]=[CH:27][CH:26]=[CH:25][C:24]=1[CH2:29][CH2:30][C@H:31]1[O:36][CH2:35][C@@H:34]([CH2:37][N:38]2[CH:42]=[C:41]([Si](C)(C)C)[N:40]=[N:39]2)[NH:33][CH2:32]1)=[O:21])[CH:7]([C:14]1[CH:19]=[CH:18][CH:17]=[CH:16][CH:15]=1)[C:8]1[CH:13]=[CH:12][CH:11]=[CH:10][CH:9]=1)=[O:4].CCCC[N+](CCCC)(CCCC)CCCC.[F-], predict the reaction product. The product is: [CH3:1][O:2][C:3]([NH:5][C@H:6]([C:20]([NH:22][C:23]1[CH:28]=[CH:27][CH:26]=[CH:25][C:24]=1[CH2:29][CH2:30][C@H:31]1[O:36][CH2:35][C@@H:34]([CH2:37][N:38]2[CH:42]=[CH:41][N:40]=[N:39]2)[NH:33][CH2:32]1)=[O:21])[CH:7]([C:14]1[CH:15]=[CH:16][CH:17]=[CH:18][CH:19]=1)[C:8]1[CH:13]=[CH:12][CH:11]=[CH:10][CH:9]=1)=[O:4]. (4) Given the reactants [C:1]([O:5][C:6]([N:8]1[CH:17]([C:18]([OH:20])=O)[CH2:16][C:15]2[CH:14]=[C:13]3[O:21][CH2:22][C@H:23]([C:25]4[CH:30]=[CH:29][C:28]([O:31][CH2:32][C:33]5[CH:38]=[CH:37][C:36]([Cl:39])=[C:35]([Cl:40])[CH:34]=5)=[CH:27][CH:26]=4)[O:24][C:12]3=[CH:11][C:10]=2[CH2:9]1)=[O:7])([CH3:4])([CH3:3])[CH3:2].Cl.[CH3:42][O:43][C:44](=[O:62])[C@H:45]([NH2:61])[CH2:46][C:47]1[CH:52]=[CH:51][C:50]([C:53]2[CH:58]=[CH:57][C:56]([C:59]#[N:60])=[CH:55][CH:54]=2)=[CH:49][CH:48]=1, predict the reaction product. The product is: [C:1]([O:5][C:6]([N:8]1[CH:17]([C:18](=[O:20])[NH:61][C@@H:45]([C:44]([O:43][CH3:42])=[O:62])[CH2:46][C:47]2[CH:48]=[CH:49][C:50]([C:53]3[CH:58]=[CH:57][C:56]([C:59]#[N:60])=[CH:55][CH:54]=3)=[CH:51][CH:52]=2)[CH2:16][C:15]2[CH:14]=[C:13]3[O:21][CH2:22][C@H:23]([C:25]4[CH:30]=[CH:29][C:28]([O:31][CH2:32][C:33]5[CH:38]=[CH:37][C:36]([Cl:39])=[C:35]([Cl:40])[CH:34]=5)=[CH:27][CH:26]=4)[O:24][C:12]3=[CH:11][C:10]=2[CH2:9]1)=[O:7])([CH3:2])([CH3:3])[CH3:4]. (5) The product is: [Cl:1][C:2]1[CH:3]=[C:4]2[C:9](=[CH:10][CH:11]=1)[NH:8][C@@H:7]([CH3:12])[CH2:6][NH:5]2. Given the reactants [Cl:1][C:2]1[CH:3]=[C:4]2[C:9](=[CH:10][CH:11]=1)[N:8]=[C:7]([CH3:12])[CH:6]=[N:5]2, predict the reaction product. (6) The product is: [NH2:25][C:21]1[C:18]2[C:19](=[O:20])[N:13]([C:10]3[CH:11]=[CH:12][C:7]([C:31]4[CH:32]=[CH:33][CH:34]=[CH:35][C:30]=4[F:29])=[CH:8][CH:9]=3)[CH2:14][C@@H:15]([CH3:26])[O:16][C:17]=2[N:24]=[CH:23][N:22]=1. Given the reactants FC(F)(F)S(O[C:7]1[CH:12]=[CH:11][C:10]([N:13]2[C:19](=[O:20])[C:18]3[C:21]([NH2:25])=[N:22][CH:23]=[N:24][C:17]=3[O:16][C@H:15]([CH3:26])[CH2:14]2)=[CH:9][CH:8]=1)(=O)=O.[F:29][C:30]1[CH:35]=[CH:34][CH:33]=[CH:32][C:31]=1B(O)O, predict the reaction product. (7) Given the reactants Cl.[CH2:2]([O:9][C:10](=[O:16])[C@H:11]1[CH2:15][CH2:14][CH2:13][NH:12]1)[C:3]1[CH:8]=[CH:7][CH:6]=[CH:5][CH:4]=1.[S:17]1[C:21]([C:22]([OH:24])=O)=[CH:20][CH:19]=[C:18]1[C:25]([OH:27])=O, predict the reaction product. The product is: [CH2:2]([O:9][C:10]([C@H:11]1[CH2:15][CH2:14][CH2:13][N:12]1[C:22]([C:21]1[S:17][C:18]([C:25]([N:12]2[CH2:13][CH2:14][CH2:15][C@@H:11]2[C:10]([O:9][CH2:2][C:3]2[CH:8]=[CH:7][CH:6]=[CH:5][CH:4]=2)=[O:16])=[O:27])=[CH:19][CH:20]=1)=[O:24])=[O:16])[C:3]1[CH:4]=[CH:5][CH:6]=[CH:7][CH:8]=1.